Dataset: Forward reaction prediction with 1.9M reactions from USPTO patents (1976-2016). Task: Predict the product of the given reaction. (1) Given the reactants Br[C:2]1[C:15]2[C:16]3=[C:17]4[C:12](=[CH:13][CH:14]=2)[CH:11]=[CH:10][CH:9]=[C:8]4[CH:7]=[CH:6][C:5]3=[CH:4][CH:3]=1.N1CCC[CH2:20][CH2:19]1.CC(O)(C)C#C.C1(P(C2C=CC=CC=2)C2C=CC=CC=2)C=CC=CC=1.[Br-].[Li+], predict the reaction product. The product is: [C:19]([C:2]1[C:15]2[C:16]3=[C:17]4[C:12](=[CH:13][CH:14]=2)[CH:11]=[CH:10][CH:9]=[C:8]4[CH:7]=[CH:6][C:5]3=[CH:4][CH:3]=1)#[CH:20]. (2) Given the reactants [F:1][C:2]1[CH:3]=[C:4]([C:8]2[C@:9]3([CH2:25][CH2:24][C@H:23]4[C@@H:14]([CH2:15][CH2:16][C:17]5[CH:18]=[C:19]([C:26](O)=[O:27])[CH:20]=[CH:21][C:22]=54)[C@@H:11]3[CH2:12][CH:13]=2)[CH3:10])[CH:5]=[N:6][CH:7]=1.[CH:29]([S:32]([CH2:35][CH2:36][NH2:37])(=[O:34])=[O:33])([CH3:31])[CH3:30], predict the reaction product. The product is: [F:1][C:2]1[CH:3]=[C:4]([C:8]2[C@:9]3([CH2:25][CH2:24][C@H:23]4[C@@H:14]([CH2:15][CH2:16][C:17]5[CH:18]=[C:19]([C:26]([NH:37][CH2:36][CH2:35][S:32]([CH:29]([CH3:31])[CH3:30])(=[O:34])=[O:33])=[O:27])[CH:20]=[CH:21][C:22]=54)[C@@H:11]3[CH2:12][CH:13]=2)[CH3:10])[CH:5]=[N:6][CH:7]=1. (3) Given the reactants [CH3:1][N:2]1[C:10]([C:11]2[CH:16]=[CH:15][C:14]([O:17][C:18]([F:21])([F:20])[F:19])=[CH:13][CH:12]=2)=[C:9]2[C:4]([C:5]3[CH:25]=[CH:24][C:23]([CH2:26][OH:27])=[CH:22][C:6]=3[CH:7]=[CH:8]2)=[N:3]1, predict the reaction product. The product is: [CH3:1][N:2]1[C:10]([C:11]2[CH:16]=[CH:15][C:14]([O:17][C:18]([F:19])([F:20])[F:21])=[CH:13][CH:12]=2)=[C:9]2[C:4]([C:5]3[CH:25]=[CH:24][C:23]([CH:26]=[O:27])=[CH:22][C:6]=3[CH:7]=[CH:8]2)=[N:3]1. (4) Given the reactants [C:1]([NH:11][C@H:12]([C:16]([N:18]1[CH2:29][CH2:28][CH2:27][C@H:19]1[C:20]([NH:22][CH2:23][C:24]([OH:26])=O)=[O:21])=[O:17])[CH:13]([CH3:15])[CH3:14])([O:3][CH2:4][C:5]1[CH:10]=[CH:9][CH:8]=[CH:7][CH:6]=1)=[O:2].CN(C)CCCN=C=NCC.C(N(CC)CC)C.Cl.[CH3:49][O:50][C:51](=[O:57])[C@H:52]([CH:54]([CH3:56])[CH3:55])[NH2:53], predict the reaction product. The product is: [CH3:49][O:50][C:51](=[O:57])[C@H:52]([CH:54]([CH3:56])[CH3:55])[NH:53][C:24](=[O:26])[CH2:23][NH:22][C:20](=[O:21])[C@@H:19]1[CH2:27][CH2:28][CH2:29][N:18]1[C:16](=[O:17])[C@H:12]([CH:13]([CH3:15])[CH3:14])[NH:11][C:1]([O:3][CH2:4][C:5]1[CH:6]=[CH:7][CH:8]=[CH:9][CH:10]=1)=[O:2]. (5) Given the reactants Br[C:2]1[N:7]=[C:6]([C:8]2([OH:22])[CH2:14][CH2:13][CH2:12][N:11]([C:15]([O:17][C:18]([CH3:21])([CH3:20])[CH3:19])=[O:16])[CH2:10][CH2:9]2)[CH:5]=[CH:4][CH:3]=1.[Cl:23][C:24]1[N:29]=[CH:28][C:27]2[CH:30]=[N:31][NH:32][C:26]=2[CH:25]=1.C([O-])([O-])=O.[K+].[K+].CNCCNC, predict the reaction product. The product is: [Cl:23][C:24]1[N:29]=[CH:28][C:27]2[CH:30]=[N:31][N:32]([C:2]3[N:7]=[C:6]([C:8]4([OH:22])[CH2:14][CH2:13][CH2:12][N:11]([C:15]([O:17][C:18]([CH3:21])([CH3:20])[CH3:19])=[O:16])[CH2:10][CH2:9]4)[CH:5]=[CH:4][CH:3]=3)[C:26]=2[CH:25]=1. (6) Given the reactants [Cl:1][C:2]1[CH:3]=[CH:4][C:5]([O:20][CH3:21])=[C:6]([S:8][C:9]2[CH:19]=[CH:18][C:12]([C:13]([O:15]CC)=[O:14])=[CH:11][CH:10]=2)[CH:7]=1.[OH-].[Li+].Cl, predict the reaction product. The product is: [Cl:1][C:2]1[CH:3]=[CH:4][C:5]([O:20][CH3:21])=[C:6]([S:8][C:9]2[CH:19]=[CH:18][C:12]([C:13]([OH:15])=[O:14])=[CH:11][CH:10]=2)[CH:7]=1.